Dataset: Forward reaction prediction with 1.9M reactions from USPTO patents (1976-2016). Task: Predict the product of the given reaction. (1) Given the reactants Cl[C:2]1[N:10]=[C:9]([F:11])[N:8]=[C:7]2[C:3]=1[NH:4][CH:5]=[N:6]2.CCN(C(C)C)C(C)C.[Cl:21][C:22]1[CH:23]=[C:24]([CH:27]=[CH:28][CH:29]=1)[CH2:25][NH2:26], predict the reaction product. The product is: [Cl:21][C:22]1[CH:23]=[C:24]([CH:27]=[CH:28][CH:29]=1)[CH2:25][NH:26][C:2]1[N:10]=[C:9]([F:11])[N:8]=[C:7]2[C:3]=1[N:4]=[CH:5][NH:6]2. (2) Given the reactants [CH2:1]([O:3][C:4]1([C:7]2[CH:12]=[CH:11][C:10]([C:13]#[C:14][C:15]3[CH:25]=[CH:24][C:18]([C:19]([O:21]CC)=[O:20])=[CH:17][CH:16]=3)=[CH:9][C:8]=2[CH:26]([CH3:28])[CH3:27])[CH2:6][CH2:5]1)[CH3:2].[OH-].[Na+], predict the reaction product. The product is: [CH2:1]([O:3][C:4]1([C:7]2[CH:12]=[CH:11][C:10]([C:13]#[C:14][C:15]3[CH:16]=[CH:17][C:18]([C:19]([OH:21])=[O:20])=[CH:24][CH:25]=3)=[CH:9][C:8]=2[CH:26]([CH3:27])[CH3:28])[CH2:6][CH2:5]1)[CH3:2]. (3) Given the reactants Br[C:2]1[C:3]([NH2:9])=[N:4][C:5]([Cl:8])=[N:6][CH:7]=1.[CH2:10]([O:12][CH:13]=[CH:14]C)[CH3:11].COCCOC.C1(C)C=CC=CC=1.O.CCO, predict the reaction product. The product is: [Cl:8][C:5]1[N:4]=[C:3]([NH2:9])[C:2]([CH:11]=[CH:10][O:12][CH2:13][CH3:14])=[CH:7][N:6]=1.